From a dataset of Full USPTO retrosynthesis dataset with 1.9M reactions from patents (1976-2016). Predict the reactants needed to synthesize the given product. (1) Given the product [OH:1][C:2]1[C:3]([CH:12]([N:21]2[CH2:22][CH2:23][O:24][CH2:25][CH2:26]2)[C:13]2[CH:14]=[CH:15][C:16]([C:17]([NH2:18])=[O:28])=[CH:19][CH:20]=2)=[CH:4][CH:5]=[C:6]2[C:11]=1[N:10]=[CH:9][CH:8]=[CH:7]2, predict the reactants needed to synthesize it. The reactants are: [OH:1][C:2]1[C:3]([CH:12]([N:21]2[CH2:26][CH2:25][O:24][CH2:23][CH2:22]2)[C:13]2[CH:20]=[CH:19][C:16]([C:17]#[N:18])=[CH:15][CH:14]=2)=[CH:4][CH:5]=[C:6]2[C:11]=1[N:10]=[CH:9][CH:8]=[CH:7]2.S(=O)(=O)(O)[OH:28].C([O-])(O)=O.[Na+]. (2) Given the product [Br:1][C:2]1[CH:3]=[CH:4][C:5]2[C:6]3[C:7](=[C:12]([NH2:13])[N:23]=[C:22]([N:24]4[CH:28]=[CH:27][N:26]=[CH:25]4)[CH:14]=3)[CH:8]=[N:9][C:10]=2[CH:11]=1, predict the reactants needed to synthesize it. The reactants are: [Br:1][C:2]1[CH:11]=[C:10]2[C:5]([C:6]([CH:14]([C:22]#[N:23])C(OC(C)(C)C)=O)=[C:7]([C:12]#[N:13])[CH:8]=[N:9]2)=[CH:4][CH:3]=1.[NH:24]1[CH:28]=[CH:27][N:26]=[CH:25]1.Cl.N1C=CC=CC=1. (3) The reactants are: [NH2:1][C:2]1[CH:7]=[CH:6][CH:5]=[CH:4][C:3]=1[S:8]([N:11]1[C:20](=[O:21])[C:19]2[C:14](=[CH:15][C:16]([Cl:22])=[CH:17][CH:18]=2)[NH:13][C:12]1=[O:23])(=[O:10])=[O:9].[CH3:24][S:25](Cl)(=[O:27])=[O:26].O. Given the product [Cl:22][C:16]1[CH:15]=[C:14]2[C:19]([C:20](=[O:21])[N:11]([S:8]([C:3]3[CH:4]=[CH:5][CH:6]=[CH:7][C:2]=3[NH:1][S:25]([CH3:24])(=[O:27])=[O:26])(=[O:10])=[O:9])[C:12](=[O:23])[NH:13]2)=[CH:18][CH:17]=1, predict the reactants needed to synthesize it. (4) Given the product [CH3:27][O:26][C:22](=[O:25])[CH2:23][CH2:24][N:8]1[C:7]2[CH:11]=[C:12]([CH3:15])[CH:13]=[CH:14][C:6]=2[O:5][CH:4]([CH:1]([CH3:3])[CH3:2])[C:9]1=[O:10], predict the reactants needed to synthesize it. The reactants are: [CH:1]([CH:4]1[C:9](=[O:10])[NH:8][C:7]2[CH:11]=[C:12]([CH3:15])[CH:13]=[CH:14][C:6]=2[O:5]1)([CH3:3])[CH3:2].C(=O)([O-])[O-].[K+].[K+].[C:22]([O:26][CH3:27])(=[O:25])[CH:23]=[CH2:24].O. (5) Given the product [N:20]1[C:21]2[C:26](=[CH:25][CH:24]=[CH:23][CH:22]=2)[N:27]=[CH:28][C:19]=1[N:16]1[CH2:15][CH2:14][N:13]([C:11]([NH:10][C:5]2[CH:6]=[CH:7][CH:8]=[CH:9][C:4]=2[C:3]([OH:29])=[O:2])=[O:12])[CH2:18][CH2:17]1, predict the reactants needed to synthesize it. The reactants are: C[O:2][C:3](=[O:29])[C:4]1[CH:9]=[CH:8][CH:7]=[CH:6][C:5]=1[NH:10][C:11]([N:13]1[CH2:18][CH2:17][N:16]([C:19]2[CH:28]=[N:27][C:26]3[C:21](=[CH:22][CH:23]=[CH:24][CH:25]=3)[N:20]=2)[CH2:15][CH2:14]1)=[O:12].[N:20]1[C:21]2[C:26](=[CH:25][CH:24]=[CH:23][CH:22]=2)[N:27]=[CH:28][C:19]=1[N:16]1[CH2:17][CH2:18][N:13]([C:11]([NH:10][C:5]2[CH:6]=[CH:7][CH:8]=[CH:9][C:4]=2[C:3]([OH:2])=[O:29])=[O:12])[CH2:14][CH2:15]1.CO.C1COCC1.[Li+].[OH-]. (6) Given the product [CH2:1]([O:3][C:4](=[O:35])[CH2:5][CH2:6][C:7]1[C:15]2[C:10](=[CH:11][N:12]=[C:13]([C:16]3[C:21]([CH2:22][CH3:23])=[CH:20][CH:19]=[CH:18][C:17]=3[CH2:24][CH3:25])[CH:14]=2)[N:9]([C:26]2[CH:27]=[CH:28][C:29]([CH:32]([CH3:34])[CH3:33])=[CH:30][CH:31]=2)[CH:8]=1)[CH3:2], predict the reactants needed to synthesize it. The reactants are: [CH2:1]([O:3][C:4](=[O:35])/[CH:5]=[CH:6]/[C:7]1[C:15]2[C:10](=[CH:11][N:12]=[C:13]([C:16]3[C:21]([CH2:22][CH3:23])=[CH:20][CH:19]=[CH:18][C:17]=3[CH2:24][CH3:25])[CH:14]=2)[N:9]([C:26]2[CH:31]=[CH:30][C:29]([CH:32]([CH3:34])[CH3:33])=[CH:28][CH:27]=2)[CH:8]=1)[CH3:2].